This data is from M1 muscarinic receptor antagonist screen with 61,756 compounds. The task is: Binary Classification. Given a drug SMILES string, predict its activity (active/inactive) in a high-throughput screening assay against a specified biological target. (1) The drug is O(c1c(C(=O)Nc2c(cc(N(CC)CC)cc2)C)cccc1C)C. The result is 0 (inactive). (2) The compound is S(=O)(=O)(N1CCC(NC(=O)C)(CC1)c1cc(F)ccc1)c1ccc(NC(=O)C)cc1. The result is 0 (inactive).